This data is from Forward reaction prediction with 1.9M reactions from USPTO patents (1976-2016). The task is: Predict the product of the given reaction. (1) Given the reactants N(CC)CC.S([O-])([O-])(=O)=O.C1C2C(COC([N:28]3[CH2:33][CH2:32][CH:31]([C:34]4[O:38][N:37]=[C:36]([C@@H:39]5[CH2:45][CH2:44][C@@H:43]6[CH2:46][N:40]5[C:41](=[O:52])[N:42]6[O:47][S:48]([OH:51])(=[O:50])=[O:49])[N:35]=4)[CH2:30][CH2:29]3)=O)C3C(=CC=CC=3)C=2C=CC=1.C([N+](CCCC)(CCCC)CCCC)CCC.C([N+](CCCC)(CCCC)CCCC)CCC, predict the reaction product. The product is: [S:48]([OH:51])([O:47][N:42]1[C:41](=[O:52])[N:40]2[CH2:46][C@H:43]1[CH2:44][CH2:45][C@H:39]2[C:36]1[N:35]=[C:34]([CH:31]2[CH2:32][CH2:33][NH:28][CH2:29][CH2:30]2)[O:38][N:37]=1)(=[O:49])=[O:50]. (2) Given the reactants [Br:1][C:2]1[S:3][CH:4]=[C:5]([C:7]([OH:9])=O)[N:6]=1.[CH3:10][NH:11][O:12][CH3:13].CN(C(ON1N=NC2C=CC=NC1=2)=[N+](C)C)C.F[P-](F)(F)(F)(F)F.CCN(C(C)C)C(C)C, predict the reaction product. The product is: [Br:1][C:2]1[S:3][CH:4]=[C:5]([C:7]([N:11]([O:12][CH3:13])[CH3:10])=[O:9])[N:6]=1. (3) Given the reactants [NH2:1][C:2]1[C:10]2[C:9]([C:11]3[CH:16]=[CH:15][C:14]([Cl:17])=[C:13]([Cl:18])[CH:12]=3)=[N:8][C:7](S(C)=O)=[N:6][C:5]=2[S:4][C:3]=1[C:22]([NH2:24])=[O:23].[NH2:25][CH2:26][CH2:27][CH2:28][CH3:29], predict the reaction product. The product is: [NH2:1][C:2]1[C:10]2[C:9]([C:11]3[CH:16]=[CH:15][C:14]([Cl:17])=[C:13]([Cl:18])[CH:12]=3)=[N:8][C:7]([NH:25][CH2:26][CH2:27][CH2:28][CH3:29])=[N:6][C:5]=2[S:4][C:3]=1[C:22]([NH2:24])=[O:23]. (4) Given the reactants Cl[C:2]1[CH:11]=[CH:10][C:9]2[C:4](=[CH:5][CH:6]=[CH:7][CH:8]=2)[N:3]=1.[CH:12]1([Mg]Br)[CH2:16][CH2:15][CH2:14][CH2:13]1, predict the reaction product. The product is: [CH:12]1([C:2]2[CH:11]=[CH:10][C:9]3[C:4](=[CH:5][CH:6]=[CH:7][CH:8]=3)[N:3]=2)[CH2:16][CH2:15][CH2:14][CH2:13]1. (5) Given the reactants [NH2:1][C:2]1[CH:3]=[C:4]([N:16]([CH2:20][CH3:21])[C:17](=[O:19])[CH3:18])[CH:5]=[CH:6][C:7]=1[NH:8][CH2:9][CH:10]1[CH2:15][CH2:14][O:13][CH2:12][CH2:11]1.[CH3:22][C:23]([CH3:28])([CH3:27])[C:24](Cl)=O, predict the reaction product. The product is: [C:23]([C:28]1[N:8]([CH2:9][CH:10]2[CH2:11][CH2:12][O:13][CH2:14][CH2:15]2)[C:7]2[CH:6]=[CH:5][C:4]([N:16]([CH2:20][CH3:21])[C:17](=[O:19])[CH3:18])=[CH:3][C:2]=2[N:1]=1)([CH3:27])([CH3:24])[CH3:22]. (6) Given the reactants Br[C:2]1[C:8]([F:9])=[CH:7][C:5]([NH2:6])=[CH:4][C:3]=1[Cl:10].[Cu][C:12]#[N:13].[OH-].[NH4+], predict the reaction product. The product is: [NH2:6][C:5]1[CH:7]=[C:8]([F:9])[C:2]([C:12]#[N:13])=[C:3]([Cl:10])[CH:4]=1. (7) Given the reactants C([Li])CCC.Br[C:7]1[CH:12]=[CH:11][C:10]([CH3:13])=[CH:9][C:8]=1[CH3:14].[CH:15]([C:17]1[CH:18]=[C:19]([NH:23][S:24]([CH3:27])(=[O:26])=[O:25])[CH:20]=[CH:21][CH:22]=1)=[O:16].C1COCC1.O, predict the reaction product. The product is: [CH3:14][C:8]1[CH:9]=[C:10]([CH3:13])[CH:11]=[CH:12][C:7]=1[CH:15]([OH:16])[C:17]1[CH:18]=[C:19]([NH:23][S:24]([CH3:27])(=[O:26])=[O:25])[CH:20]=[CH:21][CH:22]=1.